The task is: Regression. Given two drug SMILES strings and cell line genomic features, predict the synergy score measuring deviation from expected non-interaction effect.. This data is from NCI-60 drug combinations with 297,098 pairs across 59 cell lines. (1) Drug 1: CC1C(C(=O)NC(C(=O)N2CCCC2C(=O)N(CC(=O)N(C(C(=O)O1)C(C)C)C)C)C(C)C)NC(=O)C3=C4C(=C(C=C3)C)OC5=C(C(=O)C(=C(C5=N4)C(=O)NC6C(OC(=O)C(N(C(=O)CN(C(=O)C7CCCN7C(=O)C(NC6=O)C(C)C)C)C)C(C)C)C)N)C. Drug 2: C1=NC2=C(N=C(N=C2N1C3C(C(C(O3)CO)O)F)Cl)N. Cell line: SF-268. Synergy scores: CSS=0.550, Synergy_ZIP=-0.665, Synergy_Bliss=-1.83, Synergy_Loewe=-4.80, Synergy_HSA=-3.81. (2) Drug 1: C1CCC(C1)C(CC#N)N2C=C(C=N2)C3=C4C=CNC4=NC=N3. Drug 2: C1CC(=O)NC(=O)C1N2CC3=C(C2=O)C=CC=C3N. Cell line: ACHN. Synergy scores: CSS=12.5, Synergy_ZIP=-0.734, Synergy_Bliss=1.94, Synergy_Loewe=0.593, Synergy_HSA=1.27. (3) Drug 1: C1CN1C2=NC(=NC(=N2)N3CC3)N4CC4. Synergy scores: CSS=24.3, Synergy_ZIP=-2.10, Synergy_Bliss=1.81, Synergy_Loewe=1.00, Synergy_HSA=1.26. Cell line: OVCAR-8. Drug 2: CCC1(CC2CC(C3=C(CCN(C2)C1)C4=CC=CC=C4N3)(C5=C(C=C6C(=C5)C78CCN9C7C(C=CC9)(C(C(C8N6C)(C(=O)OC)O)OC(=O)C)CC)OC)C(=O)OC)O.OS(=O)(=O)O. (4) Drug 1: C1C(C(OC1N2C=C(C(=O)NC2=O)F)CO)O. Drug 2: CCN(CC)CCNC(=O)C1=C(NC(=C1C)C=C2C3=C(C=CC(=C3)F)NC2=O)C. Cell line: SF-268. Synergy scores: CSS=20.0, Synergy_ZIP=-5.84, Synergy_Bliss=2.02, Synergy_Loewe=1.66, Synergy_HSA=2.65. (5) Drug 1: CN(C)C1=NC(=NC(=N1)N(C)C)N(C)C. Synergy scores: CSS=2.91, Synergy_ZIP=0.703, Synergy_Bliss=2.98, Synergy_Loewe=0.309, Synergy_HSA=1.13. Cell line: SNB-19. Drug 2: CS(=O)(=O)CCNCC1=CC=C(O1)C2=CC3=C(C=C2)N=CN=C3NC4=CC(=C(C=C4)OCC5=CC(=CC=C5)F)Cl. (6) Drug 1: C(=O)(N)NO. Drug 2: C(CN)CNCCSP(=O)(O)O. Cell line: HS 578T. Synergy scores: CSS=4.93, Synergy_ZIP=-1.05, Synergy_Bliss=-0.154, Synergy_Loewe=-4.89, Synergy_HSA=-0.425. (7) Cell line: SK-MEL-5. Synergy scores: CSS=56.6, Synergy_ZIP=-4.91, Synergy_Bliss=-5.10, Synergy_Loewe=-8.91, Synergy_HSA=-1.40. Drug 2: CC1C(C(CC(O1)OC2CC(CC3=C2C(=C4C(=C3O)C(=O)C5=C(C4=O)C(=CC=C5)OC)O)(C(=O)CO)O)N)O.Cl. Drug 1: C1C(C(OC1N2C=NC3=C(N=C(N=C32)Cl)N)CO)O.